From a dataset of Peptide-MHC class II binding affinity with 134,281 pairs from IEDB. Regression. Given a peptide amino acid sequence and an MHC pseudo amino acid sequence, predict their binding affinity value. This is MHC class II binding data. (1) The peptide sequence is QLSALWARFPLPVIP. The MHC is HLA-DQA10102-DQB10602 with pseudo-sequence HLA-DQA10102-DQB10602. The binding affinity (normalized) is 0.236. (2) The peptide sequence is MNMSRQGIFQTVGSG. The MHC is DRB1_1501 with pseudo-sequence DRB1_1501. The binding affinity (normalized) is 0.212. (3) The peptide sequence is AINIFNVEKYGAVGD. The MHC is DRB3_0202 with pseudo-sequence DRB3_0202. The binding affinity (normalized) is 0. (4) The peptide sequence is LALVGFLGGLITGIS. The MHC is DRB1_1501 with pseudo-sequence DRB1_1501. The binding affinity (normalized) is 0.609. (5) The peptide sequence is LFKYDINIYSANL. The MHC is DRB1_1501 with pseudo-sequence DRB1_1501. The binding affinity (normalized) is 0.201. (6) The binding affinity (normalized) is 0.0258. The peptide sequence is FESLRDEEAYSIV. The MHC is HLA-DQA10501-DQB10301 with pseudo-sequence HLA-DQA10501-DQB10301.